From a dataset of Forward reaction prediction with 1.9M reactions from USPTO patents (1976-2016). Predict the product of the given reaction. Given the reactants [C:9](O[C:9]([O:11][C:12]([CH3:15])([CH3:14])[CH3:13])=[O:10])([O:11][C:12]([CH3:15])([CH3:14])[CH3:13])=[O:10].[N+:16]([C:19]1[CH:29]=[CH:28][C:22]([CH2:23][NH:24][CH2:25][CH2:26][OH:27])=[CH:21][CH:20]=1)([O-:18])=[O:17].[OH-].[Na+], predict the reaction product. The product is: [OH:27][CH2:26][CH2:25][N:24]([CH2:23][C:22]1[CH:28]=[CH:29][C:19]([N+:16]([O-:18])=[O:17])=[CH:20][CH:21]=1)[C:9](=[O:10])[O:11][C:12]([CH3:13])([CH3:14])[CH3:15].